This data is from Catalyst prediction with 721,799 reactions and 888 catalyst types from USPTO. The task is: Predict which catalyst facilitates the given reaction. Reactant: [OH:1][C:2]([C:4]([F:7])([F:6])[F:5])=[O:3].[F:8][CH:9]([F:37])[CH2:10][NH:11][C:12]1[N:13]=[C:14]2[CH2:36][CH2:35][NH:34][CH2:33][C:15]2=[N:16][C:17]=1[N:18]1[CH2:23][CH2:22][CH:21]([O:24][C:25]2[CH:30]=[CH:29][C:28]([F:31])=[CH:27][C:26]=2[F:32])[CH2:20][CH2:19]1.C(OC(=O)C)(=O)C.CCN(C(C)C)C(C)C. Product: [F:37][CH:9]([F:8])[CH2:10][NH:11][C:12]1[N:13]=[C:14]2[CH2:36][CH2:35][N:34]([C:2](=[O:1])[CH3:4])[CH2:33][C:15]2=[N:16][C:17]=1[N:18]1[CH2:19][CH2:20][CH:21]([O:24][C:25]2[CH:30]=[CH:29][C:28]([F:31])=[CH:27][C:26]=2[F:32])[CH2:22][CH2:23]1.[C:2]([OH:3])([C:4]([F:7])([F:6])[F:5])=[O:1]. The catalyst class is: 59.